Dataset: Forward reaction prediction with 1.9M reactions from USPTO patents (1976-2016). Task: Predict the product of the given reaction. (1) Given the reactants [Cl:1][C:2]1[CH:3]=[CH:4][C:5]2[NH:11][C:10](=[O:12])[C@@H:9]([CH2:13][C:14]([OH:16])=[O:15])[S:8][C@H:7]([C:17]3[CH:22]=[CH:21][CH:20]=[C:19]([O:23][CH3:24])[C:18]=3[O:25][CH3:26])[C:6]=2[CH:27]=1.[H-].[Na+].[CH2:30](Br)[CH:31]=[CH2:32], predict the reaction product. The product is: [CH2:32]([N:11]1[C:5]2[CH:4]=[CH:3][C:2]([Cl:1])=[CH:27][C:6]=2[C@@H:7]([C:17]2[CH:22]=[CH:21][CH:20]=[C:19]([O:23][CH3:24])[C:18]=2[O:25][CH3:26])[S:8][C@H:9]([CH2:13][C:14]([OH:16])=[O:15])[C:10]1=[O:12])[CH:31]=[CH2:30]. (2) Given the reactants [CH2:1]([NH:8][C@H:9]1[CH2:14][CH2:13][C@@H:12]([NH:15][C:16]2[CH:21]=[C:20](Cl)[C:19]([CH3:23])=[CH:18][N+:17]=2[O-])[CH2:11][CH2:10]1)[C:2]1[CH:7]=[CH:6][CH:5]=[CH:4][CH:3]=1.[CH2:25]([NH:27][CH3:28])[CH3:26].C(O)CCC.C([O-])(O)=O.[Na+], predict the reaction product. The product is: [CH2:1]([NH:8][C@@H:9]1[CH2:14][CH2:13][C@H:12]([NH:15][C:16]2[CH:21]=[C:20]([N:27]([CH2:25][CH3:26])[CH3:28])[C:19]([CH3:23])=[CH:18][N:17]=2)[CH2:11][CH2:10]1)[C:2]1[CH:7]=[CH:6][CH:5]=[CH:4][CH:3]=1. (3) Given the reactants [C:1]1([C:7]2([C:14]3[CH:19]=[CH:18][CH:17]=[CH:16][CH:15]=3)[NH:11][C:10](=[O:12])[NH:9][C:8]2=[O:13])[CH:6]=[CH:5][CH:4]=[CH:3][CH:2]=1.[H-].[Na+].[O:22]1[CH:26]=[CH:25][CH:24]=[C:23]1[C:27](Cl)=[O:28].O, predict the reaction product. The product is: [O:22]1[CH:26]=[CH:25][CH:24]=[C:23]1[C:27]([N:9]1[C:8](=[O:13])[C:7]([C:1]2[CH:6]=[CH:5][CH:4]=[CH:3][CH:2]=2)([C:14]2[CH:15]=[CH:16][CH:17]=[CH:18][CH:19]=2)[NH:11][C:10]1=[O:12])=[O:28].